The task is: Predict the reaction yield, written as a fraction of the theoretical maximum amount of product (1.0 means a 100% yield; for example, 0.34 means a 34% yield).. This data is from Reaction yield outcomes from USPTO patents with 853,638 reactions. (1) The reactants are Br[C:2]1[CH:7]=[CH:6][C:5]([C:8]2[N:12]([CH:13]3[CH2:18][CH2:17][CH2:16][CH2:15][O:14]3)[CH:11]=[N:10][N:9]=2)=[CH:4][CH:3]=1.[B:19]1([B:19]2[O:23][C:22]([CH3:25])([CH3:24])[C:21]([CH3:27])([CH3:26])[O:20]2)[O:23][C:22]([CH3:25])([CH3:24])[C:21]([CH3:27])([CH3:26])[O:20]1.C([O-])(=O)C.[K+]. The catalyst is CN(C)C=O.C1C=CC(P(C2C=CC=CC=2)[C-]2C=CC=C2)=CC=1.C1C=CC(P(C2C=CC=CC=2)[C-]2C=CC=C2)=CC=1.Cl[Pd]Cl.[Fe+2]. The product is [O:14]1[CH2:15][CH2:16][CH2:17][CH2:18][CH:13]1[N:12]1[CH:11]=[N:10][N:9]=[C:8]1[C:5]1[CH:6]=[CH:7][C:2]([B:19]2[O:23][C:22]([CH3:25])([CH3:24])[C:21]([CH3:27])([CH3:26])[O:20]2)=[CH:3][CH:4]=1. The yield is 0.710. (2) The reactants are [F:1][C:2]1[CH:25]=[C:24]([N+:26]([O-:28])=[O:27])[CH:23]=[CH:22][C:3]=1[O:4][C:5]1[CH:10]=[CH:9][N:8]=[C:7]2[CH:11]=[C:12]([C:14]3[CH:19]=[CH:18][C:17]([CH2:20]O)=[CH:16][CH:15]=3)[S:13][C:6]=12.O=S(Cl)[Cl:31]. The product is [Cl:31][CH2:20][C:17]1[CH:18]=[CH:19][C:14]([C:12]2[S:13][C:6]3[C:7](=[N:8][CH:9]=[CH:10][C:5]=3[O:4][C:3]3[CH:22]=[CH:23][C:24]([N+:26]([O-:28])=[O:27])=[CH:25][C:2]=3[F:1])[CH:11]=2)=[CH:15][CH:16]=1. The yield is 1.00. No catalyst specified. (3) The yield is 0.870. The catalyst is C1(C)C=CC=CC=1. The product is [O:31]=[C:19]1[N:18]2[C:2]([CH2:3][NH:4][C:5](=[O:14])[O:6][CH2:7][C:8]3[CH:13]=[CH:12][CH:11]=[CH:10][CH:9]=3)=[N:15][N:16]=[C:17]2[N:25]([CH2:26][CH2:27][CH2:28][CH2:29][CH3:30])[C:24]2[N:23]=[CH:22][NH:21][C:20]1=2. The reactants are O=[C:2]([NH:15]/[N:16]=[C:17]1\[NH:18][C:19](=[O:31])[C:20]2[NH:21][CH:22]=[N:23][C:24]=2[N:25]\1[CH2:26][CH2:27][CH2:28][CH2:29][CH3:30])[CH2:3][NH:4][C:5](=[O:14])[O:6][CH2:7][C:8]1[CH:13]=[CH:12][CH:11]=[CH:10][CH:9]=1. (4) The reactants are [N:1]1[C:10]2[C:5](=[CH:6][CH:7]=[CH:8][CH:9]=2)[CH:4]=[C:3]([CH:11]=[CH:12][C:13]([O-])=[O:14])[CH:2]=1.[H-].C([Al+]CC(C)C)C(C)C. The catalyst is C(Cl)Cl. The product is [N:1]1[C:10]2[C:5](=[CH:6][CH:7]=[CH:8][CH:9]=2)[CH:4]=[C:3]([CH:11]=[CH:12][CH2:13][OH:14])[CH:2]=1. The yield is 0.620.